From a dataset of TCR-epitope binding with 47,182 pairs between 192 epitopes and 23,139 TCRs. Binary Classification. Given a T-cell receptor sequence (or CDR3 region) and an epitope sequence, predict whether binding occurs between them. (1) The epitope is KLSALGINAV. The TCR CDR3 sequence is CASSISGGSYEQYF. Result: 0 (the TCR does not bind to the epitope). (2) The epitope is ISDYDYYRY. The TCR CDR3 sequence is CAISEYTSGRRETQYF. Result: 0 (the TCR does not bind to the epitope). (3) The epitope is ILHCANFNV. The TCR CDR3 sequence is CASSFGTGELFF. Result: 1 (the TCR binds to the epitope). (4) The epitope is KRWIIMGLNK. The TCR CDR3 sequence is CASSLDSHQPQHF. Result: 0 (the TCR does not bind to the epitope).